This data is from Reaction yield outcomes from USPTO patents with 853,638 reactions. The task is: Predict the reaction yield, written as a fraction of the theoretical maximum amount of product (1.0 means a 100% yield; for example, 0.34 means a 34% yield). The reactants are [CH2:1]([N:8]1[CH2:13][CH2:12][C:11](=O)[CH:10]([C:15]2[CH:20]=[CH:19][CH:18]=[CH:17][CH:16]=2)[CH2:9]1)[C:2]1[CH:7]=[CH:6][CH:5]=[CH:4][CH:3]=1.[NH:21]1[CH2:26][CH2:25][O:24][CH2:23][CH2:22]1.C([BH3-])#N.[Na+]. The catalyst is C(O)C.O. The product is [CH2:1]([N:8]1[CH2:13][CH2:12][C@H:11]([N:21]2[CH2:26][CH2:25][O:24][CH2:23][CH2:22]2)[C@H:10]([C:15]2[CH:20]=[CH:19][CH:18]=[CH:17][CH:16]=2)[CH2:9]1)[C:2]1[CH:7]=[CH:6][CH:5]=[CH:4][CH:3]=1. The yield is 0.540.